Dataset: Full USPTO retrosynthesis dataset with 1.9M reactions from patents (1976-2016). Task: Predict the reactants needed to synthesize the given product. (1) Given the product [N:17]1[CH:18]=[CH:19][CH:20]=[N:21][C:16]=1[N:1]1[CH2:2][CH2:3][CH:4]([NH:7][C:8](=[O:14])[O:9][C:10]([CH3:11])([CH3:13])[CH3:12])[CH2:5][CH2:6]1, predict the reactants needed to synthesize it. The reactants are: [NH:1]1[CH2:6][CH2:5][CH:4]([NH:7][C:8](=[O:14])[O:9][C:10]([CH3:13])([CH3:12])[CH3:11])[CH2:3][CH2:2]1.Cl[C:16]1[N:21]=[CH:20][CH:19]=[CH:18][N:17]=1.C([O-])([O-])=O.[K+].[K+]. (2) Given the product [C:12]([O:10][C:9](=[O:11])[CH2:8][C:4]1[CH:5]=[CH:6][CH:7]=[C:2]([Br:1])[CH:3]=1)([CH3:15])([CH3:14])[CH3:13], predict the reactants needed to synthesize it. The reactants are: [Br:1][C:2]1[CH:3]=[C:4]([CH2:8][C:9]([OH:11])=[O:10])[CH:5]=[CH:6][CH:7]=1.[C:12](O)([CH3:15])([CH3:14])[CH3:13].C1CCC(N=C=NC2CCCCC2)CC1. (3) Given the product [CH2:35]([Si:3]([CH2:1][CH3:2])([CH2:33][CH3:34])[O:4][C@H:5]1[CH2:29][CH2:28][C@@:27]2([CH3:30])[C@@:7]([CH2:39][CH:38]=[CH2:37])([C:8](=[O:32])[O:9][C:10]3[C@H:11]4[C@:23]([CH3:31])([CH2:24][CH2:25][C:26]=32)[C@@H:14]([C@H:15]([CH3:22])[CH2:16][CH2:17][CH2:18][CH:19]([CH3:20])[CH3:21])[CH2:13][CH2:12]4)[CH2:6]1)[CH3:36], predict the reactants needed to synthesize it. The reactants are: [CH2:1]([Si:3]([CH2:35][CH3:36])([CH2:33][CH3:34])[O:4][C@H:5]1[CH2:29][CH2:28][C@@:27]2([CH3:30])[C@@H:7]([C:8](=[O:32])[O:9][C:10]3[C@H:11]4[C@:23]([CH3:31])([CH2:24][CH2:25][C:26]=32)[C@@H:14]([C@H:15]([CH3:22])[CH2:16][CH2:17][CH2:18][CH:19]([CH3:21])[CH3:20])[CH2:13][CH2:12]4)[CH2:6]1)[CH3:2].[CH2:37](Br)[CH:38]=[CH2:39].[I-].[K+]. (4) Given the product [Cl:9][C:6]1[CH:5]=[C:4]([C:10]2([C:27]([F:30])([F:28])[F:29])[O:14][N:13]=[C:12]([C:15]3[N:16]4[C:20]([C:21]([C:24]([NH:65][CH2:66][CH2:67][C:68]5[CH:69]=[CH:70][C:71]6[C:75]([CH3:76])([CH3:77])[O:74][B:73]([OH:78])[C:72]=6[CH:79]=5)=[O:25])=[CH:22][CH:23]=3)=[CH:19][CH:18]=[CH:17]4)[CH2:11]2)[CH:3]=[C:2]([Cl:1])[C:7]=1[F:8], predict the reactants needed to synthesize it. The reactants are: [Cl:1][C:2]1[CH:3]=[C:4]([C:10]2([C:27]([F:30])([F:29])[F:28])[O:14][N:13]=[C:12]([C:15]3[N:16]4[C:20]([C:21]([C:24](O)=[O:25])=[CH:22][CH:23]=3)=[CH:19][CH:18]=[CH:17]4)[CH2:11]2)[CH:5]=[C:6]([Cl:9])[C:7]=1[F:8].CN(C(ON1N=NC2C=CC=NC1=2)=[N+](C)C)C.F[P-](F)(F)(F)(F)F.CCN(C(C)C)C(C)C.Cl.[NH2:65][CH2:66][CH2:67][C:68]1[CH:69]=[CH:70][C:71]2[C:75]([CH3:77])([CH3:76])[O:74][B:73]([OH:78])[C:72]=2[CH:79]=1. (5) Given the product [CH3:1][N:2]1[CH2:7][CH2:6][CH:5]([CH2:8][C:9]2[CH:10]=[C:11]([C:15]3[CH:20]=[CH:19][CH:18]=[C:17]([CH2:21][NH:22][S:24]([C:27]4[CH:28]=[C:29]([CH:33]=[CH:34][CH:35]=4)[C:30]([OH:32])=[O:31])(=[O:26])=[O:25])[CH:16]=3)[CH:12]=[CH:13][CH:14]=2)[CH2:4][CH2:3]1, predict the reactants needed to synthesize it. The reactants are: [CH3:1][N:2]1[CH2:7][CH2:6][CH:5]([CH2:8][C:9]2[CH:10]=[C:11]([C:15]3[CH:20]=[CH:19][CH:18]=[C:17]([CH2:21][NH2:22])[CH:16]=3)[CH:12]=[CH:13][CH:14]=2)[CH2:4][CH2:3]1.Cl[S:24]([C:27]1[CH:28]=[C:29]([CH:33]=[CH:34][CH:35]=1)[C:30]([OH:32])=[O:31])(=[O:26])=[O:25].